Regression. Given a peptide amino acid sequence and an MHC pseudo amino acid sequence, predict their binding affinity value. This is MHC class I binding data. From a dataset of Peptide-MHC class I binding affinity with 185,985 pairs from IEDB/IMGT. (1) The MHC is HLA-B35:01 with pseudo-sequence HLA-B35:01. The binding affinity (normalized) is 0.569. The peptide sequence is LPFPFLYKFLL. (2) The peptide sequence is CMLTEFLHY. The MHC is HLA-A31:01 with pseudo-sequence HLA-A31:01. The binding affinity (normalized) is 0. (3) The MHC is HLA-B39:01 with pseudo-sequence HLA-B39:01. The binding affinity (normalized) is 0.0847. The peptide sequence is GYAWIDFDI. (4) The peptide sequence is VTRQIHNPR. The MHC is HLA-A11:01 with pseudo-sequence HLA-A11:01. The binding affinity (normalized) is 0.304. (5) The peptide sequence is SSMINGVVK. The binding affinity (normalized) is 0.764. The MHC is HLA-A11:01 with pseudo-sequence HLA-A11:01. (6) The peptide sequence is HDVYGVSNF. The MHC is HLA-B08:01 with pseudo-sequence HLA-B08:01. The binding affinity (normalized) is 0. (7) The peptide sequence is SVAPGTDFR. The MHC is HLA-A03:01 with pseudo-sequence HLA-A03:01. The binding affinity (normalized) is 0.425.